Dataset: Full USPTO retrosynthesis dataset with 1.9M reactions from patents (1976-2016). Task: Predict the reactants needed to synthesize the given product. (1) The reactants are: Br[C:2]1[C:10]2[O:9][C:8]([C:11]3[CH:16]=[CH:15][C:14]([O:17][CH3:18])=[CH:13][CH:12]=3)=[N:7][C:6]=2[CH:5]=[C:4]([O:19][CH3:20])[CH:3]=1.C([Sn](CCCC)(CCCC)[C:26]1[S:27][CH:28]=[CH:29][N:30]=1)CCC. Given the product [CH3:20][O:19][C:4]1[CH:3]=[C:2]([C:26]2[S:27][CH:28]=[CH:29][N:30]=2)[C:10]2[O:9][C:8]([C:11]3[CH:16]=[CH:15][C:14]([O:17][CH3:18])=[CH:13][CH:12]=3)=[N:7][C:6]=2[CH:5]=1, predict the reactants needed to synthesize it. (2) Given the product [C:1]([C:5]1[CH:10]=[C:9]([Br:11])[C:8]([N+:12]([O-:14])=[O:13])=[CH:7][C:6]=1[O:15][CH2:22][C:23]1[CH:28]=[CH:27][CH:26]=[CH:25][CH:24]=1)([CH3:4])([CH3:2])[CH3:3], predict the reactants needed to synthesize it. The reactants are: [C:1]([C:5]1[CH:10]=[C:9]([Br:11])[C:8]([N+:12]([O-:14])=[O:13])=[CH:7][C:6]=1[OH:15])([CH3:4])([CH3:3])[CH3:2].C([O-])([O-])=O.[Cs+].[Cs+].[CH2:22](Br)[C:23]1[CH:28]=[CH:27][CH:26]=[CH:25][CH:24]=1. (3) Given the product [Cl:11][C:10]1[C:2]([Cl:1])=[CH:3][C:4]2[N:8]([CH2:20][C@@H:16]([OH:17])[C:12]([CH3:15])([CH3:14])[CH3:13])[CH:7]=[N:6][C:5]=2[CH:9]=1, predict the reactants needed to synthesize it. The reactants are: [Cl:1][C:2]1[C:10]([Cl:11])=[CH:9][C:5]2[NH:6][CH:7]=[N:8][C:4]=2[CH:3]=1.[C:12]([C@H:16]1[CH2:20]OS(=O)(=O)[O:17]1)([CH3:15])([CH3:14])[CH3:13].C(=O)([O-])[O-].[K+].[K+].C(Cl)(=O)C. (4) Given the product [F:32][CH:2]([F:1])[O:3][C:4]1[C:9]2[O:10][C:11]3[CH:16]=[CH:15][C:14]([NH:17][S:18]([CH3:21])(=[O:20])=[O:19])=[CH:13][C:12]=3[C:8]=2[C:7]([C:22]2[O:23][CH:24]=[C:25]([C:27]([OH:29])=[O:28])[N:26]=2)=[CH:6][CH:5]=1, predict the reactants needed to synthesize it. The reactants are: [F:1][CH:2]([F:32])[O:3][C:4]1[C:9]2[O:10][C:11]3[CH:16]=[CH:15][C:14]([NH:17][S:18]([CH3:21])(=[O:20])=[O:19])=[CH:13][C:12]=3[C:8]=2[C:7]([C:22]2[O:23][CH:24]=[C:25]([C:27]([O:29]CC)=[O:28])[N:26]=2)=[CH:6][CH:5]=1.[OH-].[K+]. (5) Given the product [C:1]([C:3](=[CH:9][C:10]1[CH:11]=[N:12][C:13]([NH:16][C:17]2[N:18]=[C:19]3[C:25]([C:26](=[O:31])[C:27]([CH3:29])([CH3:28])[CH3:30])=[CH:24][NH:23][C:20]3=[N:21][CH:22]=2)=[CH:14][CH:15]=1)[C:4]([N:6]([CH3:7])[CH3:8])=[O:5])#[N:2], predict the reactants needed to synthesize it. The reactants are: [C:1]([C:3](=[CH:9][C:10]1[CH:11]=[N:12][C:13]([NH:16][C:17]2[N:18]=[C:19]3[C:25]([C:26](=[O:31])[C:27]([CH3:30])([CH3:29])[CH3:28])=[CH:24][N:23](COCC[Si](C)(C)C)[C:20]3=[N:21][CH:22]=2)=[CH:14][CH:15]=1)[C:4]([N:6]([CH3:8])[CH3:7])=[O:5])#[N:2].C(O)(C(F)(F)F)=O.